From a dataset of Catalyst prediction with 721,799 reactions and 888 catalyst types from USPTO. Predict which catalyst facilitates the given reaction. (1) Reactant: Cl.[NH2:2][CH:3]([C:13]1[CH:18]=[CH:17][N:16]=[C:15]([F:19])[CH:14]=1)[C:4]([C:6]1[CH:11]=[CH:10][C:9]([F:12])=[CH:8][CH:7]=1)=O.[O-:20][C:21]#[N:22].[K+]. Product: [F:12][C:9]1[CH:10]=[CH:11][C:6]([C:4]2[NH:22][C:21](=[O:20])[NH:2][C:3]=2[C:13]2[CH:18]=[CH:17][N:16]=[C:15]([F:19])[CH:14]=2)=[CH:7][CH:8]=1. The catalyst class is: 35. (2) Product: [OH:10][C@H:9]([C:2]1[S:3][C:4]([CH3:7])=[CH:5][CH:6]=1)[C@@H:11]1[N:15]([CH3:16])[C:14](=[O:17])[CH2:13][C@@H:12]1[C:18]1[CH:23]=[CH:22][CH:21]=[CH:20][CH:19]=1. Reactant: Br[C:2]1[S:3][C:4]([CH3:7])=[CH:5][CH:6]=1.[Mg].[CH:9]([C@@H:11]1[N:15]([CH3:16])[C:14](=[O:17])[CH2:13][C@@H:12]1[C:18]1[CH:23]=[CH:22][CH:21]=[CH:20][CH:19]=1)=[O:10].[NH4+].[Cl-]. The catalyst class is: 1. (3) Reactant: [I-:1].[Na+].I.Cl[C:5]1[CH:13]=[CH:12][C:8]([C:9]([OH:11])=[O:10])=[CH:7][N:6]=1. Product: [I:1][C:5]1[CH:13]=[CH:12][C:8]([C:9]([OH:11])=[O:10])=[CH:7][N:6]=1. The catalyst class is: 21. (4) Reactant: C([N:8]1[CH2:13][CH2:12][CH:11]([N:14]2[C:18]3=[N:19][C:20]([Cl:31])=[N:21][C:22]([N:23]4[CH2:29][CH:28]5[O:30][CH:25]([CH2:26][CH2:27]5)[CH2:24]4)=[C:17]3[CH:16]=[N:15]2)[CH2:10][CH2:9]1)C1C=CC=CC=1.C(=O)([O-])[O-].[K+].[K+].Cl[C:39]([O:41][CH3:42])=[O:40]. Product: [CH:25]12[O:30][CH:28]([CH2:27][CH2:26]1)[CH2:29][N:23]([C:22]1[N:21]=[C:20]([Cl:31])[N:19]=[C:18]3[N:14]([CH:11]4[CH2:12][CH2:13][N:8]([C:39]([O:41][CH3:42])=[O:40])[CH2:9][CH2:10]4)[N:15]=[CH:16][C:17]=13)[CH2:24]2. The catalyst class is: 26. (5) Reactant: [F:1][C:2]1[CH:20]=[C:19]([N+:21]([O-])=O)[CH:18]=[CH:17][C:3]=1[N:4]([CH2:11][CH2:12][CH2:13][CH2:14][CH2:15][CH3:16])[CH2:5][CH2:6][CH2:7][CH2:8][CH2:9][CH3:10]. Product: [F:1][C:2]1[CH:20]=[C:19]([NH2:21])[CH:18]=[CH:17][C:3]=1[N:4]([CH2:11][CH2:12][CH2:13][CH2:14][CH2:15][CH3:16])[CH2:5][CH2:6][CH2:7][CH2:8][CH2:9][CH3:10]. The catalyst class is: 19.